This data is from CYP1A2 inhibition data for predicting drug metabolism from PubChem BioAssay. The task is: Regression/Classification. Given a drug SMILES string, predict its absorption, distribution, metabolism, or excretion properties. Task type varies by dataset: regression for continuous measurements (e.g., permeability, clearance, half-life) or binary classification for categorical outcomes (e.g., BBB penetration, CYP inhibition). Dataset: cyp1a2_veith. (1) The molecule is C[N+]1([O-])[C@H]2CC[C@@H]1CC(OC(=O)[C@@H](CO)c1ccccc1)C2. The result is 0 (non-inhibitor). (2) The drug is O=C(c1cc(C(F)(F)F)cc(C(F)(F)F)c1)N1CCC2(CCN(Cc3nccs3)CC2)CC1. The result is 0 (non-inhibitor). (3) The molecule is NC(N)=Nc1ccc2[nH]c3c(c2c1)C[C@]1(O)[C@@H]2Cc4ccc(O)c5c4[C@]1(CCN2CC1CC1)[C@@H]3O5. The result is 0 (non-inhibitor).